Predict the reactants needed to synthesize the given product. From a dataset of Full USPTO retrosynthesis dataset with 1.9M reactions from patents (1976-2016). (1) Given the product [OH:1][CH:2]1[CH2:10][CH2:9][CH2:8][CH:4]([C:5]([OH:7])=[O:6])[CH2:3]1, predict the reactants needed to synthesize it. The reactants are: [OH:1][C:2]1[CH:3]=[C:4]([CH:8]=[CH:9][CH:10]=1)[C:5]([OH:7])=[O:6].[OH-].[Na+]. (2) Given the product [C:3]([SiH2:7][O:8][C:9]([CH3:16])([CH3:15])[C:10]1[O:11][C:12]([C:24](=[O:26])[CH3:25])=[CH:13][N:14]=1)([CH3:6])([CH3:4])[CH3:5], predict the reactants needed to synthesize it. The reactants are: N#N.[C:3]([SiH2:7][O:8][C:9]([CH3:16])([CH3:15])[C:10]1[O:11][CH:12]=[CH:13][N:14]=1)([CH3:6])([CH3:5])[CH3:4].C([Li])(C)(C)C.CN(C)[C:24](=[O:26])[CH3:25].[NH4+].[Cl-]. (3) Given the product [ClH:23].[N:1]12[CH2:6][CH2:5][CH:4]([CH2:7][CH2:8]1)[C@@H:3]([O:9][C:10]1[CH:15]=[CH:14][C:13]([NH:16][C:17]3[CH:22]=[CH:21][CH:20]=[CH:19][CH:18]=3)=[CH:12][CH:11]=1)[CH2:2]2, predict the reactants needed to synthesize it. The reactants are: [N:1]12[CH2:8][CH2:7][CH:4]([CH2:5][CH2:6]1)[C@@H:3]([O:9][C:10]1[CH:15]=[CH:14][C:13]([NH:16][C:17]3[CH:22]=[CH:21][CH:20]=[CH:19][CH:18]=3)=[CH:12][CH:11]=1)[CH2:2]2.[ClH:23].O1CCOCC1. (4) Given the product [OH:1][CH2:2][CH2:3][CH2:4][CH2:5][CH2:6][NH:7][S:8]([C:11]1[CH:16]=[CH:15][C:14]([C:23]2[CH:24]=[CH:25][C:20]([C:18]#[N:19])=[CH:21][CH:22]=2)=[CH:13][CH:12]=1)(=[O:10])=[O:9], predict the reactants needed to synthesize it. The reactants are: [OH:1][CH2:2][CH2:3][CH2:4][CH2:5][CH2:6][NH:7][S:8]([C:11]1[CH:16]=[CH:15][C:14](Br)=[CH:13][CH:12]=1)(=[O:10])=[O:9].[C:18]([C:20]1[CH:25]=[CH:24][C:23](B(O)O)=[CH:22][CH:21]=1)#[N:19]. (5) Given the product [C:1]1([C:7]2[NH:11][N:10]=[C:9]([C:12]3[CH:13]=[CH:14][C:15]([C:16]([OH:18])=[O:17])=[CH:20][CH:21]=3)[N:8]=2)[CH:2]=[CH:3][CH:4]=[CH:5][CH:6]=1, predict the reactants needed to synthesize it. The reactants are: [C:1]1([C:7]2[NH:11][N:10]=[C:9]([C:12]3[CH:21]=[CH:20][C:15]([C:16]([O:18]C)=[O:17])=[CH:14][CH:13]=3)[N:8]=2)[CH:6]=[CH:5][CH:4]=[CH:3][CH:2]=1.[OH-].[Na+].O1CCCC1.Cl. (6) Given the product [Cl:22][CH2:23][C:24]([NH:1][CH2:2][C@@H:3]([C:5]1[CH:10]=[CH:9][C:8]([F:11])=[C:7]([C:12]([F:15])([F:13])[F:14])[CH:6]=1)[OH:4])=[O:25], predict the reactants needed to synthesize it. The reactants are: [NH2:1][CH2:2][C@@H:3]([C:5]1[CH:10]=[CH:9][C:8]([F:11])=[C:7]([C:12]([F:15])([F:14])[F:13])[CH:6]=1)[OH:4].O.C(=O)(O)[O-].[Na+].[Cl:22][CH2:23][C:24](Cl)=[O:25]. (7) Given the product [CH:21]1([C:6]2[C:5]([CH2:4][OH:3])=[CH:10][CH:9]=[C:8]([C:11]3[CH:12]=[CH:13][C:14]([C:17]([F:20])([F:18])[F:19])=[CH:15][CH:16]=3)[N:7]=2)[CH2:23][CH2:22]1, predict the reactants needed to synthesize it. The reactants are: C([O:3][C:4](=O)[C:5]1[CH:10]=[CH:9][C:8]([C:11]2[CH:16]=[CH:15][C:14]([C:17]([F:20])([F:19])[F:18])=[CH:13][CH:12]=2)=[N:7][C:6]=1[CH:21]1[CH2:23][CH2:22]1)C.CC(C[AlH]CC(C)C)C. (8) The reactants are: [Cl:1][C:2]1[N:7]=[C:6]([NH:8][CH:9]([CH2:12][CH3:13])[CH2:10][CH3:11])[C:5]([N+:14]([O-])=O)=[CH:4][N:3]=1.[Sn](Cl)Cl.Cl. Given the product [Cl:1][C:2]1[N:7]=[C:6]([NH:8][CH:9]([CH2:12][CH3:13])[CH2:10][CH3:11])[C:5]([NH2:14])=[CH:4][N:3]=1, predict the reactants needed to synthesize it. (9) The reactants are: [NH2:1][C:2]1[CH:7]=[CH:6][C:5]([C:8](=[O:25])[CH2:9][N:10]2[C:14](=[O:15])[C:13]([CH2:22][CH3:23])([C:16]3[CH:21]=[CH:20][CH:19]=[CH:18][CH:17]=3)[NH:12][C:11]2=[O:24])=[CH:4][CH:3]=1.[O:26]1[CH2:30][CH2:29][CH:28]([C:31](Cl)=[O:32])[CH2:27]1. Given the product [CH2:22]([C:13]1([C:16]2[CH:21]=[CH:20][CH:19]=[CH:18][CH:17]=2)[C:14](=[O:15])[N:10]([CH2:9][C:8]([C:5]2[CH:6]=[CH:7][C:2]([NH:1][C:31]([CH:28]3[CH2:29][CH2:30][O:26][CH2:27]3)=[O:32])=[CH:3][CH:4]=2)=[O:25])[C:11](=[O:24])[NH:12]1)[CH3:23], predict the reactants needed to synthesize it. (10) Given the product [NH2:19][C:20]1[CH:21]=[C:22]([CH:26]=[C:27]([Br:29])[CH:28]=1)[C:23]([NH:41][CH2:40][CH2:39][N:30]1[CH2:31][CH2:32][O:33][CH2:34][CH2:35]1)=[O:25], predict the reactants needed to synthesize it. The reactants are: C(P1(=O)OP(CCC)(=O)OP(CCC)(=O)O1)CC.[NH2:19][C:20]1[CH:21]=[C:22]([CH:26]=[C:27]([Br:29])[CH:28]=1)[C:23]([OH:25])=O.[NH:30]1[CH2:35][CH2:34][O:33][CH:32](CCN)[CH2:31]1.[CH3:39][CH2:40][N:41](CC)CC.